Dataset: Catalyst prediction with 721,799 reactions and 888 catalyst types from USPTO. Task: Predict which catalyst facilitates the given reaction. (1) Product: [C:1]([O:5][C:6]([N:8]1[CH2:13][CH2:12][C@H:11]([C:14]2[CH:15]=[C:16]([C:40]3[CH:41]=[CH:42][CH:43]=[C:38]([C:36]([O:35][CH2:33][CH3:34])=[O:37])[CH:39]=3)[CH:17]=[CH:18][CH:19]=2)[C@@H:10]([O:21][CH2:22][C:23]2[CH:32]=[CH:31][C:30]3[C:25](=[CH:26][CH:27]=[CH:28][CH:29]=3)[CH:24]=2)[CH2:9]1)=[O:7])([CH3:4])([CH3:3])[CH3:2]. Reactant: [C:1]([O:5][C:6]([N:8]1[CH2:13][CH2:12][C@H:11]([C:14]2[CH:19]=[CH:18][CH:17]=[C:16](Br)[CH:15]=2)[C@@H:10]([O:21][CH2:22][C:23]2[CH:32]=[CH:31][C:30]3[C:25](=[CH:26][CH:27]=[CH:28][CH:29]=3)[CH:24]=2)[CH2:9]1)=[O:7])([CH3:4])([CH3:3])[CH3:2].[CH2:33]([O:35][C:36]([C:38]1[CH:39]=[C:40](B(O)O)[CH:41]=[CH:42][CH:43]=1)=[O:37])[CH3:34].C(COC)OC.C([O-])([O-])=O.[Na+].[Na+]. The catalyst class is: 690. (2) Reactant: [OH:1][C:2]1[CH:7]=[C:6]([OH:8])[CH:5]=[CH:4][C:3]=1[CH:9]1[CH2:14][CH2:13][C:12](=[CH:15][C:16]([OH:18])=[O:17])[CH2:11][CH2:10]1. Product: [OH:1][C:2]1[CH:7]=[C:6]([OH:8])[CH:5]=[CH:4][C:3]=1[C@H:9]1[CH2:10][CH2:11][C@H:12]([CH2:15][C:16]([OH:18])=[O:17])[CH2:13][CH2:14]1. The catalyst class is: 63.